This data is from Forward reaction prediction with 1.9M reactions from USPTO patents (1976-2016). The task is: Predict the product of the given reaction. Given the reactants FC(F)(F)C(O)=O.[CH3:8][O:9][C:10](=[O:37])[CH:11]([NH:29]C(OC(C)(C)C)=O)[CH2:12][CH:13]=[CH:14][C:15]1[CH:20]=[CH:19][C:18]([N:21]([CH3:28])[C:22]2[N:27]=[CH:26][CH:25]=[CH:24][N:23]=2)=[CH:17][CH:16]=1.O.C(=O)([O-])O.[Na+], predict the reaction product. The product is: [CH3:8][O:9][C:10](=[O:37])[CH:11]([NH2:29])[CH2:12][CH:13]=[CH:14][C:15]1[CH:16]=[CH:17][C:18]([N:21]([CH3:28])[C:22]2[N:27]=[CH:26][CH:25]=[CH:24][N:23]=2)=[CH:19][CH:20]=1.